From a dataset of NCI-60 drug combinations with 297,098 pairs across 59 cell lines. Regression. Given two drug SMILES strings and cell line genomic features, predict the synergy score measuring deviation from expected non-interaction effect. (1) Drug 1: CCC(=C(C1=CC=CC=C1)C2=CC=C(C=C2)OCCN(C)C)C3=CC=CC=C3.C(C(=O)O)C(CC(=O)O)(C(=O)O)O. Drug 2: C1CNP(=O)(OC1)N(CCCl)CCCl. Cell line: EKVX. Synergy scores: CSS=5.72, Synergy_ZIP=-2.69, Synergy_Bliss=-0.774, Synergy_Loewe=-5.51, Synergy_HSA=-0.121. (2) Drug 1: C1=CC=C(C=C1)NC(=O)CCCCCCC(=O)NO. Drug 2: C(CN)CNCCSP(=O)(O)O. Cell line: HCT116. Synergy scores: CSS=11.7, Synergy_ZIP=12.0, Synergy_Bliss=14.7, Synergy_Loewe=7.49, Synergy_HSA=11.6. (3) Drug 1: CC12CCC3C(C1CCC2O)C(CC4=C3C=CC(=C4)O)CCCCCCCCCS(=O)CCCC(C(F)(F)F)(F)F. Drug 2: CC(C)NC(=O)C1=CC=C(C=C1)CNNC.Cl. Cell line: 786-0. Synergy scores: CSS=3.59, Synergy_ZIP=-1.04, Synergy_Bliss=-0.842, Synergy_Loewe=0.828, Synergy_HSA=0.126. (4) Drug 1: COC1=C(C=C2C(=C1)N=CN=C2NC3=CC(=C(C=C3)F)Cl)OCCCN4CCOCC4. Drug 2: CC12CCC3C(C1CCC2O)C(CC4=C3C=CC(=C4)O)CCCCCCCCCS(=O)CCCC(C(F)(F)F)(F)F. Cell line: UACC62. Synergy scores: CSS=16.0, Synergy_ZIP=-5.87, Synergy_Bliss=-3.86, Synergy_Loewe=-1.38, Synergy_HSA=-1.36. (5) Drug 1: CCC1(CC2CC(C3=C(CCN(C2)C1)C4=CC=CC=C4N3)(C5=C(C=C6C(=C5)C78CCN9C7C(C=CC9)(C(C(C8N6C)(C(=O)OC)O)OC(=O)C)CC)OC)C(=O)OC)O.OS(=O)(=O)O. Drug 2: CN(CC1=CN=C2C(=N1)C(=NC(=N2)N)N)C3=CC=C(C=C3)C(=O)NC(CCC(=O)O)C(=O)O. Cell line: KM12. Synergy scores: CSS=33.4, Synergy_ZIP=2.84, Synergy_Bliss=0.107, Synergy_Loewe=-10.1, Synergy_HSA=-1.06. (6) Drug 1: C1=CN(C=N1)CC(O)(P(=O)(O)O)P(=O)(O)O. Drug 2: CC1=C(N=C(N=C1N)C(CC(=O)N)NCC(C(=O)N)N)C(=O)NC(C(C2=CN=CN2)OC3C(C(C(C(O3)CO)O)O)OC4C(C(C(C(O4)CO)O)OC(=O)N)O)C(=O)NC(C)C(C(C)C(=O)NC(C(C)O)C(=O)NCCC5=NC(=CS5)C6=NC(=CS6)C(=O)NCCC[S+](C)C)O. Cell line: EKVX. Synergy scores: CSS=2.68, Synergy_ZIP=2.43, Synergy_Bliss=3.81, Synergy_Loewe=1.52, Synergy_HSA=1.73. (7) Drug 1: C1=NC2=C(N1)C(=S)N=CN2. Drug 2: N.N.Cl[Pt+2]Cl. Cell line: SN12C. Synergy scores: CSS=12.7, Synergy_ZIP=-7.84, Synergy_Bliss=-3.96, Synergy_Loewe=-8.71, Synergy_HSA=-4.99. (8) Drug 1: CC1=CC=C(C=C1)C2=CC(=NN2C3=CC=C(C=C3)S(=O)(=O)N)C(F)(F)F. Drug 2: CS(=O)(=O)CCNCC1=CC=C(O1)C2=CC3=C(C=C2)N=CN=C3NC4=CC(=C(C=C4)OCC5=CC(=CC=C5)F)Cl. Cell line: A549. Synergy scores: CSS=5.79, Synergy_ZIP=-2.04, Synergy_Bliss=-0.639, Synergy_Loewe=-10.8, Synergy_HSA=-3.80.